This data is from NCI-60 drug combinations with 297,098 pairs across 59 cell lines. The task is: Regression. Given two drug SMILES strings and cell line genomic features, predict the synergy score measuring deviation from expected non-interaction effect. (1) Synergy scores: CSS=20.1, Synergy_ZIP=-11.1, Synergy_Bliss=-9.98, Synergy_Loewe=-4.54, Synergy_HSA=-3.67. Drug 2: CCC1=C2CN3C(=CC4=C(C3=O)COC(=O)C4(CC)O)C2=NC5=C1C=C(C=C5)O. Drug 1: CC1C(C(CC(O1)OC2CC(CC3=C2C(=C4C(=C3O)C(=O)C5=C(C4=O)C(=CC=C5)OC)O)(C(=O)C)O)N)O.Cl. Cell line: KM12. (2) Drug 1: CCC1=CC2CC(C3=C(CN(C2)C1)C4=CC=CC=C4N3)(C5=C(C=C6C(=C5)C78CCN9C7C(C=CC9)(C(C(C8N6C)(C(=O)OC)O)OC(=O)C)CC)OC)C(=O)OC.C(C(C(=O)O)O)(C(=O)O)O. Drug 2: CCC1(C2=C(COC1=O)C(=O)N3CC4=CC5=C(C=CC(=C5CN(C)C)O)N=C4C3=C2)O.Cl. Cell line: HCT116. Synergy scores: CSS=49.8, Synergy_ZIP=-3.13, Synergy_Bliss=-7.22, Synergy_Loewe=-14.7, Synergy_HSA=-4.11. (3) Drug 2: CN1C(=O)N2C=NC(=C2N=N1)C(=O)N. Cell line: UACC62. Drug 1: CC1=C(C=C(C=C1)NC2=NC=CC(=N2)N(C)C3=CC4=NN(C(=C4C=C3)C)C)S(=O)(=O)N.Cl. Synergy scores: CSS=-2.27, Synergy_ZIP=0.975, Synergy_Bliss=-1.24, Synergy_Loewe=-3.90, Synergy_HSA=-3.52. (4) Drug 1: C1C(C(OC1N2C=C(C(=O)NC2=O)F)CO)O. Drug 2: CC1=C2C(C(=O)C3(C(CC4C(C3C(C(C2(C)C)(CC1OC(=O)C(C(C5=CC=CC=C5)NC(=O)C6=CC=CC=C6)O)O)OC(=O)C7=CC=CC=C7)(CO4)OC(=O)C)O)C)OC(=O)C. Cell line: NCI-H522. Synergy scores: CSS=51.0, Synergy_ZIP=-0.231, Synergy_Bliss=0.571, Synergy_Loewe=-0.212, Synergy_HSA=0.608.